Dataset: NCI-60 drug combinations with 297,098 pairs across 59 cell lines. Task: Regression. Given two drug SMILES strings and cell line genomic features, predict the synergy score measuring deviation from expected non-interaction effect. Drug 1: C1=CC(=C2C(=C1NCCNCCO)C(=O)C3=C(C=CC(=C3C2=O)O)O)NCCNCCO. Drug 2: C(=O)(N)NO. Cell line: NCI-H226. Synergy scores: CSS=43.5, Synergy_ZIP=3.72, Synergy_Bliss=7.45, Synergy_Loewe=-36.2, Synergy_HSA=8.71.